This data is from Full USPTO retrosynthesis dataset with 1.9M reactions from patents (1976-2016). The task is: Predict the reactants needed to synthesize the given product. (1) Given the product [O:10]=[C:2]1[NH:1][C:9]2[C:4](/[C:3]/1=[CH:11]\[C:13]1[CH:21]=[C:20]3[C:16]([C:17](/[CH:22]=[CH:23]/[C:24]4[CH:32]=[CH:31][C:27]([C:28]([OH:30])=[O:29])=[CH:26][CH:25]=4)=[N:18][NH:19]3)=[CH:15][CH:14]=1)=[CH:5][CH:6]=[CH:7][CH:8]=2, predict the reactants needed to synthesize it. The reactants are: [NH:1]1[C:9]2[C:4](=[CH:5][CH:6]=[CH:7][CH:8]=2)[CH2:3][C:2]1=[O:10].[CH:11]([C:13]1[CH:21]=[C:20]2[C:16]([C:17](/[CH:22]=[CH:23]/[C:24]3[CH:32]=[CH:31][C:27]([C:28]([OH:30])=[O:29])=[CH:26][CH:25]=3)=[N:18][NH:19]2)=[CH:15][CH:14]=1)=O. (2) Given the product [C:1]([N:4]1[C:13]2[C:8](=[CH:9][C:10]([C:14]([NH:32][CH3:31])=[O:16])=[CH:11][CH:12]=2)[C@H:7]([NH:17][C:18]2[CH:23]=[CH:22][CH:21]=[C:20]([N:24]3[CH2:25][CH2:26][O:27][CH2:28][CH2:29]3)[CH:19]=2)[CH2:6][C@@H:5]1[CH3:30])(=[O:3])[CH3:2], predict the reactants needed to synthesize it. The reactants are: [C:1]([N:4]1[C:13]2[C:8](=[CH:9][C:10]([C:14]([OH:16])=O)=[CH:11][CH:12]=2)[C@H:7]([NH:17][C:18]2[CH:23]=[CH:22][CH:21]=[C:20]([N:24]3[CH2:29][CH2:28][O:27][CH2:26][CH2:25]3)[CH:19]=2)[CH2:6][C@@H:5]1[CH3:30])(=[O:3])[CH3:2].[CH3:31][NH2:32]. (3) Given the product [CH:1]([O:14][C:15]1[C:16]2[C:35](=[O:36])[N:34]([CH2:37][C:38]3[CH:43]=[CH:42][C:41]([F:44])=[CH:40][CH:39]=3)[CH2:33][C:17]=2[C:18]([C:58]2[CH:59]=[CH:60][C:54]([O:53][CH2:52][CH3:51])=[CH:56][CH:57]=2)=[C:19]2[C:24]=1[N:23]=[CH:22][CH:21]=[CH:20]2)([C:8]1[CH:9]=[CH:10][CH:11]=[CH:12][CH:13]=1)[C:2]1[CH:3]=[CH:4][CH:5]=[CH:6][CH:7]=1, predict the reactants needed to synthesize it. The reactants are: [CH:1]([O:14][C:15]1[C:16]2[C:35](=[O:36])[N:34]([CH2:37][C:38]3[CH:43]=[CH:42][C:41]([F:44])=[CH:40][CH:39]=3)[CH2:33][C:17]=2[C:18](OS(C(F)(F)F)(=O)=O)=[C:19]2[C:24]=1[N:23]=[CH:22][CH:21]=[CH:20]2)([C:8]1[CH:13]=[CH:12][CH:11]=[CH:10][CH:9]=1)[C:2]1[CH:7]=[CH:6][CH:5]=[CH:4][CH:3]=1.C([O-])([O-])=O.[K+].[K+].[CH3:51][CH2:52][O:53][C:54]([CH3:56])=O.[CH3:57][CH2:58][CH2:59][CH2:60]CC. (4) The reactants are: [N+:1]([C:4]1[CH:9]=[CH:8][C:7]([NH:10][C@H:11]2[CH2:16][CH2:15][C@H:14]([C:17](O)=[O:18])[CH2:13][CH2:12]2)=[CH:6][C:5]=1[C:20]([F:23])([F:22])[F:21])([O-:3])=[O:2].C(N(C(C)C)CC)(C)C.F[P-](F)(F)(F)(F)F.CN(C)C(ON1C2C=CC=CC=2N=N1)=[N+](C)C.[CH3:57][NH:58][CH2:59][CH:60]1[CH2:65][CH2:64][N:63]([C:66]2[CH:71]=[CH:70][C:69]([C:72]([F:75])([F:74])[F:73])=[CH:68][CH:67]=2)[CH2:62][CH2:61]1. Given the product [CH3:57][N:58]([CH2:59][CH:60]1[CH2:65][CH2:64][N:63]([C:66]2[CH:67]=[CH:68][C:69]([C:72]([F:75])([F:73])[F:74])=[CH:70][CH:71]=2)[CH2:62][CH2:61]1)[C:17]([C@H:14]1[CH2:15][CH2:16][C@H:11]([NH:10][C:7]2[CH:8]=[CH:9][C:4]([N+:1]([O-:3])=[O:2])=[C:5]([C:20]([F:21])([F:22])[F:23])[CH:6]=2)[CH2:12][CH2:13]1)=[O:18], predict the reactants needed to synthesize it. (5) Given the product [F:1][C:2]1[CH:3]=[CH:4][C:5]([C:8]2[O:9][C:10]([CH3:22])=[C:11]([CH2:13][O:14][C@H:15]3[CH2:20][CH2:19][CH2:18][C@@H:17]([O:21][CH2:28][C:27]4[CH:30]=[CH:31][CH:32]=[CH:33][C:26]=4[N+:23]([O-:25])=[O:24])[CH2:16]3)[N:12]=2)=[CH:6][CH:7]=1, predict the reactants needed to synthesize it. The reactants are: [F:1][C:2]1[CH:7]=[CH:6][C:5]([C:8]2[O:9][C:10]([CH3:22])=[C:11]([CH2:13][O:14][CH:15]3[CH2:20][CH2:19][CH2:18][CH:17]([OH:21])[CH2:16]3)[N:12]=2)=[CH:4][CH:3]=1.[N+:23]([C:26]1[CH:33]=[CH:32][CH:31]=[CH:30][C:27]=1[CH2:28]Br)([O-:25])=[O:24].[OH-].[Cs+]. (6) Given the product [CH3:15][O:14][C:12]1[C:11]([C:16]([F:19])([F:18])[F:17])=[CH:10][C:9]2[NH:20][C:21](=[O:36])[CH2:22][C:23]([C:24]3[CH:29]=[CH:28][CH:27]=[C:26]([N:30]4[CH:34]=[CH:33][N:32]=[N:31]4)[CH:25]=3)=[N:7][C:8]=2[CH:13]=1, predict the reactants needed to synthesize it. The reactants are: C(OC(=O)[NH:7][C:8]1[CH:13]=[C:12]([O:14][CH3:15])[C:11]([C:16]([F:19])([F:18])[F:17])=[CH:10][C:9]=1[NH:20][C:21](=[O:36])[CH2:22][C:23](=O)[C:24]1[CH:29]=[CH:28][CH:27]=[C:26]([N:30]2[CH:34]=[CH:33][N:32]=[N:31]2)[CH:25]=1)(C)(C)C.C(O)(C(F)(F)F)=O.